This data is from Catalyst prediction with 721,799 reactions and 888 catalyst types from USPTO. The task is: Predict which catalyst facilitates the given reaction. (1) Reactant: FC(F)(F)C([NH:5][C@@H:6]1[C:15]2[C:10](=[CH:11][CH:12]=[CH:13][CH:14]=2)[C@H:9]([OH:16])[CH2:8][CH2:7]1)=O.[OH-].[Na+].Cl. Product: [NH2:5][C@@H:6]1[C:15]2[C:10](=[CH:11][CH:12]=[CH:13][CH:14]=2)[C@H:9]([OH:16])[CH2:8][CH2:7]1. The catalyst class is: 5. (2) Reactant: C(OC([NH:8][C:9]1[CH:14]=[CH:13][C:12]([C:15]2[S:16][CH:17]=[CH:18][CH:19]=2)=[CH:11][C:10]=1[NH:20][C:21]([C:23]1[CH:46]=[CH:45][C:26]([CH2:27][NH:28][C:29]([C@H:31]2[N:35](C(OC(C)(C)C)=O)[CH2:34][Si:33]([CH3:44])([CH3:43])[CH2:32]2)=[O:30])=[CH:25][CH:24]=1)=[O:22])=O)(C)(C)C.C(O)(C(F)(F)F)=O. Product: [NH2:8][C:9]1[CH:14]=[CH:13][C:12]([C:15]2[S:16][CH:17]=[CH:18][CH:19]=2)=[CH:11][C:10]=1[NH:20][C:21]([C:23]1[CH:24]=[CH:25][C:26]([CH2:27][NH:28][C:29]([C@H:31]2[NH:35][CH2:34][Si:33]([CH3:44])([CH3:43])[CH2:32]2)=[O:30])=[CH:45][CH:46]=1)=[O:22]. The catalyst class is: 4. (3) Reactant: [C:1]1(O)[CH:6]=[CH:5][C:4]([C:7]2[CH:12]=[CH:11][C:10]([OH:13])=[CH:9][CH:8]=2)=[CH:3][CH:2]=1.[C:15](=[O:18])([O-])[O-].[K+].[K+].S(OC)(O[CH3:25])(=O)=O. Product: [CH3:25][O:13][C:10]1[CH:11]=[CH:12][C:7]([C:4]2[CH:5]=[CH:6][C:1]([O:18][CH3:15])=[CH:2][CH:3]=2)=[CH:8][CH:9]=1. The catalyst class is: 10. (4) Reactant: [Cl:1][C:2]1[CH:3]=[N+:4]([O-:38])[CH:5]=[C:6]([Cl:37])[C:7]=1[CH2:8][C@@H:9]([C:22]1[CH:27]=[CH:26][C:25]([O:28][CH:29]([F:31])[F:30])=[C:24]([O:32][CH2:33][CH:34]2[CH2:36][CH2:35]2)[CH:23]=1)[O:10][C:11](=[O:21])[C:12]1[CH:17]=[CH:16][C:15]([O:18][CH3:19])=[C:14]([OH:20])[CH:13]=1.Cl[CH2:40][CH2:41][S:42](Cl)(=[O:44])=[O:43]. Product: [Cl:37][C:6]1[CH:5]=[N+:4]([O-:38])[CH:3]=[C:2]([Cl:1])[C:7]=1[CH2:8][C@@H:9]([C:22]1[CH:27]=[CH:26][C:25]([O:28][CH:29]([F:31])[F:30])=[C:24]([O:32][CH2:33][CH:34]2[CH2:36][CH2:35]2)[CH:23]=1)[O:10][C:11](=[O:21])[C:12]1[CH:17]=[CH:16][C:15]([O:18][CH3:19])=[C:14]([O:20][S:42]([CH:41]=[CH2:40])(=[O:44])=[O:43])[CH:13]=1. The catalyst class is: 2.